From a dataset of Full USPTO retrosynthesis dataset with 1.9M reactions from patents (1976-2016). Predict the reactants needed to synthesize the given product. (1) Given the product [OH:10][C:6]1[N:5]=[C:4]([CH3:11])[CH:3]=[C:2]([NH:18][CH3:17])[C:7]=1[C:8]#[N:9], predict the reactants needed to synthesize it. The reactants are: Cl[C:2]1[C:7]([C:8]#[N:9])=[C:6]([OH:10])[N:5]=[C:4]([CH3:11])[CH:3]=1.O1CCCC1.[CH3:17][NH2:18]. (2) Given the product [Cl:1][C:2]1[CH:34]=[CH:33][C:5]2[S:6][C:7]3[CH:32]=[CH:31][CH:30]=[CH:29][C:8]=3[C:9]3[NH:10][C:11]([CH2:14][O:15][CH2:16][CH2:17][N:18]([CH3:20])[CH3:19])=[N:12][C:13]=3[C:4]=2[CH:3]=1, predict the reactants needed to synthesize it. The reactants are: [Cl:1][C:2]1[CH:34]=[CH:33][C:5]2[S:6][C:7]3[CH:32]=[CH:31][CH:30]=[CH:29][C:8]=3[C:9]3[N:10](COCC[Si](C)(C)C)[C:11]([CH2:14][O:15][CH2:16][CH2:17][N:18]([CH3:20])[CH3:19])=[N:12][C:13]=3[C:4]=2[CH:3]=1.C(=O)([O-])O.[Na+].